From a dataset of Reaction yield outcomes from USPTO patents with 853,638 reactions. Predict the reaction yield, written as a fraction of the theoretical maximum amount of product (1.0 means a 100% yield; for example, 0.34 means a 34% yield). (1) The reactants are [Cl:1][C:2]1[CH:7]=[C:6]2[CH2:8][O:9][C:10]3[CH:34]=[C:33]4[C:13]([CH2:14][CH2:15][C:16]5[N:20]=[C:19]([CH:21]6[CH2:25][CH2:24][CH2:23][N:22]6[C:26]([O:28][C:29]([CH3:32])([CH3:31])[CH3:30])=[O:27])[NH:18][C:17]=54)=[CH:12][C:11]=3[C:5]2=[CH:4][CH:3]=1. The catalyst is ClCCl.C(OCC)(=O)C.[O-2].[Mn+4].[O-2]. The product is [Cl:1][C:2]1[CH:7]=[C:6]2[CH2:8][O:9][C:10]3[CH:34]=[C:33]4[C:13]([CH:14]=[CH:15][C:16]5[N:20]=[C:19]([CH:21]6[CH2:25][CH2:24][CH2:23][N:22]6[C:26]([O:28][C:29]([CH3:30])([CH3:31])[CH3:32])=[O:27])[NH:18][C:17]=54)=[CH:12][C:11]=3[C:5]2=[CH:4][CH:3]=1. The yield is 0.810. (2) The reactants are Cl[C:2]([O:4][C:5]1[CH:10]=[CH:9][CH:8]=[CH:7][CH:6]=1)=[O:3].[CH3:11][C:12]1[N:13]=[C:14]([NH2:18])[S:15][C:16]=1[CH3:17].N1C=CC=CC=1.O. The catalyst is C(Cl)Cl. The product is [CH3:11][C:12]1[N:13]=[C:14]([NH:18][C:2](=[O:3])[O:4][C:5]2[CH:10]=[CH:9][CH:8]=[CH:7][CH:6]=2)[S:15][C:16]=1[CH3:17]. The yield is 0.540. (3) The reactants are [CH3:1][C:2]1[CH:3]=[CH:4][CH:5]=[C:6]2[C:15]=1[N:14]=[C:13]1[C:8]([C:9]([C:16]([OH:18])=O)=[CH:10][CH:11]=[CH:12]1)=[N:7]2.C1N=CN(C(N2C=NC=C2)=O)C=1.[NH2:31][CH2:32][CH2:33][CH2:34][N:35]([CH3:52])[CH2:36][CH2:37][CH2:38][NH:39][C:40]1[N:41]=[N+:42]([O-:51])[C:43]2[CH:50]=[CH:49][CH:48]=[CH:47][C:44]=2[N+:45]=1[O-:46]. The catalyst is CN(C=O)C.C1C=CC=CC=1.C1COCC1. The product is [O-:51][N+:42]1[C:43]2[CH:50]=[CH:49][CH:48]=[CH:47][C:44]=2[N+:45]([O-:46])=[C:40]([NH:39][CH2:38][CH2:37][CH2:36][N:35]([CH3:52])[CH2:34][CH2:33][CH2:32][NH:31][C:16]([C:9]2[C:8]3[C:13](=[N:14][C:15]4[C:6]([N:7]=3)=[CH:5][CH:4]=[CH:3][C:2]=4[CH3:1])[CH:12]=[CH:11][CH:10]=2)=[O:18])[N:41]=1. The yield is 0.900. (4) The product is [CH3:23][O:22][C:18]1[CH:17]=[C:16]([C:2]2[CH:3]=[C:4]3[CH2:10][C:9](=[O:11])[NH:8][C:5]3=[N:6][CH:7]=2)[CH:15]=[C:14]([O:13][CH3:12])[C:19]=1[O:20][CH3:21]. The catalyst is CC#N.C([O-])([O-])=O.[Na+].[Na+].Cl[Pd](Cl)([P](C1C=CC=CC=1)(C1C=CC=CC=1)C1C=CC=CC=1)[P](C1C=CC=CC=1)(C1C=CC=CC=1)C1C=CC=CC=1. The yield is 0.300. The reactants are Br[C:2]1[CH:3]=[C:4]2[CH2:10][C:9](=[O:11])[NH:8][C:5]2=[N:6][CH:7]=1.[CH3:12][O:13][C:14]1[CH:15]=[C:16](B(O)O)[CH:17]=[C:18]([O:22][CH3:23])[C:19]=1[O:20][CH3:21]. (5) The reactants are [CH2:1]([O:3][C:4](=[O:21])[CH:5]([C:11]1[CH:16]=[C:15]([N+:17]([O-])=O)[CH:14]=[CH:13][C:12]=1[Cl:20])[C:6]([O:8][CH2:9][CH3:10])=[O:7])[CH3:2].[Cl-].[NH4+]. The catalyst is CCO.O.[Fe]. The product is [CH2:9]([O:8][C:6](=[O:7])[CH:5]([C:11]1[CH:16]=[C:15]([NH2:17])[CH:14]=[CH:13][C:12]=1[Cl:20])[C:4]([O:3][CH2:1][CH3:2])=[O:21])[CH3:10]. The yield is 0.650.